This data is from Reaction yield outcomes from USPTO patents with 853,638 reactions. The task is: Predict the reaction yield, written as a fraction of the theoretical maximum amount of product (1.0 means a 100% yield; for example, 0.34 means a 34% yield). (1) The reactants are Br[C:2]1[CH2:7][CH2:6][CH2:5][C:4](=[O:8])[CH:3]=1.[CH3:9][O:10][C:11]1[CH:16]=[CH:15][CH:14]=[CH:13][C:12]=1B(O)O. No catalyst specified. The product is [CH3:9][O:10][C:11]1[CH:16]=[CH:15][CH:14]=[CH:13][C:12]=1[C:2]1[CH2:7][CH2:6][CH2:5][C:4](=[O:8])[CH:3]=1. The yield is 0.980. (2) The yield is 0.439. The catalyst is C1COCC1.ClCCl. The reactants are [CH3:1][C@@H:2](O)[CH2:3][CH:4]=[CH2:5].C1(C)C=CC(S(Cl)(=O)=O)=CC=1.C(=O)(O)[O-].[Na+].[C:23](O[C:23]([O:25][C:26]([CH3:29])([CH3:28])[CH3:27])=[O:24])([O:25][C:26]([CH3:29])([CH3:28])[CH3:27])=[O:24].[N:38]1C=CC=C[CH:39]=1. The product is [CH3:39][N:38]([C:23]([O:25][C:26]([CH3:29])([CH3:28])[CH3:27])=[O:24])[C@H:2]([CH2:3][CH:4]=[CH2:5])[CH3:1].